From a dataset of Experimentally validated miRNA-target interactions with 360,000+ pairs, plus equal number of negative samples. Binary Classification. Given a miRNA mature sequence and a target amino acid sequence, predict their likelihood of interaction. (1) The miRNA is hsa-miR-374a-5p with sequence UUAUAAUACAACCUGAUAAGUG. The protein sequence of the target gene is MPPRRSIVEVKVLDVQKRRVPNKHYVYIIRVTWSSGSTEAIYRRYSKFFDLQMQMLDKFPMEGGQKDPKQRIIPFLPGKILFRRSHIRDVAVKRLIPIDEYCKALIQLPPYISQCDEVLQFFETRPEDLNPPKEEHIGKKKSGGDQTSVDPMVLEQYVVVANYQKQESSEISLSVGQVVDIIEKNESGWWFVSTAEEQGWVPATCLEGQDGVQDEFSLQPEEEEKYTVIYPYTARDQDEMNLERGAVVEVIQKNLEGWWKIRYQGKEGWAPASYLKKNSGEPLPPKPGPGSPSHPGALDL.... Result: 0 (no interaction). (2) The miRNA is hsa-miR-3686 with sequence AUCUGUAAGAGAAAGUAAAUGA. The protein sequence of the target gene is MAVAGPAPGAGARPRLDLQFLQRFLQILKVLFPSWSSQNALMFLTLLCLTLLEQFVIYQVGLIPSQYYGVLGNKDLEGFKTLTFLAVMLIVLNSTLKSFDQFTCNLLYVSWRKDLTEHLHRLYFRGRAYYTLNVLRDDIDNPDQRISQDVERFCRQLSSMASKLIISPFTLVYYTYQCFQSTGWLGPVSIFGYFILGTVVNKTLMGPIVMKLVHQEKLEGDFRFKHMQIRVNAEPAAFYRAGHVEHMRTDRRLQRLLQTQRELMSKELWLYIGINTFDYLGSILSYVVIAIPIFSGVYGD.... Result: 0 (no interaction). (3) The miRNA is mmu-miR-546 with sequence AUGGUGGCACGGAGUC. The protein sequence of the target gene is MSRADPGKNSEPSESKMSLELRPTAPSDLGRSNEAFQDEDLERQNTPGNSTVRNRVVQSGEQGHAKQDDRQITIEQEPLGNKEDPEDDSEDEHQKGFLERKYDTICEFCRKHRVVLRSTIWAVLLTGFLALVIAACAINFHRALPLFVITLVTIFFVIWDHLMAKYEQRIDDFLSPGRRLLDRHWFWLKWVVWSSLILAIILWLSLDTAKLGQQNLVSFGGLIMYLILLFLFSKHPTRVYWRPVFWGIGLQFLLGLLILRTRPGFVAFDWMGRQVQTFLGYTDTGARFVFGEKYTDHFFA.... Result: 1 (interaction). (4) The miRNA is hsa-miR-3136-3p with sequence UGGCCCAACCUAUUCAGUUAGU. The protein sequence of the target gene is MTREGQFREELGYDRMPTLERGRQDAGRQDPGSYTPDSKPKDLQLSKRLPPCFSYKTWVFSVLMGSCLLVTSGFSLYLGNVFPSEMDYLRCAAGSCIPSAIVSFAVGRRNVSAIPNFQILFVSTFAVTTTCLIWFGCKLILNPSAININFNLILLLLLELLMAATVIISARSSEEPCKKKKGSISDGSNILDEVTFPARVLKSYSVVEVIAGVSAVLGGVIALNVEEAVSGPHLSVTFFWILVACFPSAIASHVTAECPSKCLVEVLIAISSLTSPLLFTASGYLSFSVMRVVEIFKDYP.... Result: 0 (no interaction). (5) The miRNA is hsa-miR-147a with sequence GUGUGUGGAAAUGCUUCUGC. The protein sequence of the target gene is MAGPRVEVDGSIMEGGGQILRVSTALSCLLGLPLRVQKIRAGRSTPGLRPQHLSGLEMIRDLCDGQLEGAEIGSTEITFTPEKIKGGIHTADTKTAGSVCLLMQVSMPCVLFAASPSELHLKGGTNAEMAPQIDYTVMVFKPIVEKFGFIFNCDIKTRGYYPKGGGEVIVRMSPVKQLNPINLTERGCVTKIYGRAFVAGVLPFKVAKDMAAAAVRCIRKEIRDLYVNIQPVQEPKDQAFGNGNGIIIIAETSTGCLFAGSSLGKRGVNADKVGIEAAEMLLANLRHGGTVDEYLQDQLI.... Result: 0 (no interaction). (6) The miRNA is hsa-miR-4516 with sequence GGGAGAAGGGUCGGGGC. The protein sequence of the target gene is MLLQPAPCAPSAGFPRPLAAPGAMHGSQKDTTFTKIFVGGLPYHTTDASLRKYFEGFGDIEEAVVITDRQTGKSRGYGFVTMADRAAAERACKDPNPIIDGRKANVNLAYLGAKPRSLQTGFAIGVQQLHPTLIQRTYGLTPHYIYPPAIVQPSVVIPAAPVPSLSSPYIEYTPASPAYAQYPPATYDQYPYAASPATAASFVGYSYPAAVPQALSAAAPAGTTFVQYQAPQLQPDRMQ. Result: 1 (interaction).